This data is from Catalyst prediction with 721,799 reactions and 888 catalyst types from USPTO. The task is: Predict which catalyst facilitates the given reaction. (1) Reactant: [CH3:1][C:2]([CH3:35])([CH3:34])[CH2:3][O:4][S:5]([C:8]1[CH:9]=[C:10]([C:14]2[CH:19]=[CH:18][C:17]([F:20])=[C:16]([C@:21]3([CH3:33])[C:27]([F:29])([F:28])[C:26]([CH3:31])([CH3:30])[O:25][CH2:24][C:23](=O)[NH:22]3)[CH:15]=2)[CH:11]=[CH:12][CH:13]=1)(=[O:7])=[O:6].COC1C=CC(P2(SP(C3C=CC(OC)=CC=3)(=S)S2)=[S:45])=CC=1. Product: [CH3:1][C:2]([CH3:34])([CH3:35])[CH2:3][O:4][S:5]([C:8]1[CH:9]=[C:10]([C:14]2[CH:19]=[CH:18][C:17]([F:20])=[C:16]([C@:21]3([CH3:33])[C:27]([F:28])([F:29])[C:26]([CH3:31])([CH3:30])[O:25][CH2:24][C:23](=[S:45])[NH:22]3)[CH:15]=2)[CH:11]=[CH:12][CH:13]=1)(=[O:6])=[O:7]. The catalyst class is: 12. (2) Reactant: C(OC([N:8]1[CH2:12][CH:11]([OH:13])[CH2:10][CH:9]1[C:14](=[O:26])[NH:15][C:16]1([C:21]([O:23][CH2:24][CH3:25])=[O:22])[CH2:18][CH:17]1[CH:19]=[CH2:20])=O)(C)(C)C.C(O)(C(F)(F)F)=O. Product: [CH2:24]([O:23][C:21]([C:16]1([NH:15][C:14]([CH:9]2[CH2:10][CH:11]([OH:13])[CH2:12][NH:8]2)=[O:26])[CH2:18][CH:17]1[CH:19]=[CH2:20])=[O:22])[CH3:25]. The catalyst class is: 2. (3) Reactant: [CH2:1]([O:3][C:4](=[O:31])[CH2:5][O:6][C:7]1[CH:12]=[CH:11][C:10]([S:13][C:14]2[CH:19]=[C:18]([OH:20])[CH:17]=[C:16]([C:21]#[C:22][C:23]3[CH:28]=[CH:27][C:26]([Cl:29])=[CH:25][CH:24]=3)[CH:15]=2)=[CH:9][C:8]=1[Cl:30])[CH3:2].[N:32]1([CH2:38][CH2:39][CH2:40]O)[CH2:37][CH2:36][CH2:35][CH2:34][CH2:33]1.C(P(CCCC)CCCC)CCC.N(C(N1CCCCC1)=O)=NC(N1CCCCC1)=O. Product: [CH2:1]([O:3][C:4](=[O:31])[CH2:5][O:6][C:7]1[CH:12]=[CH:11][C:10]([S:13][C:14]2[CH:19]=[C:18]([O:20][CH2:40][CH2:39][CH2:38][N:32]3[CH2:37][CH2:36][CH2:35][CH2:34][CH2:33]3)[CH:17]=[C:16]([C:21]#[C:22][C:23]3[CH:24]=[CH:25][C:26]([Cl:29])=[CH:27][CH:28]=3)[CH:15]=2)=[CH:9][C:8]=1[Cl:30])[CH3:2]. The catalyst class is: 1. (4) Reactant: [N:1]1[C:10]2[C:5](=[CH:6][C:7]([OH:11])=[CH:8][CH:9]=2)[CH:4]=[CH:3][CH:2]=1.[CH2:12]([N:18]=[C:19]=[O:20])[CH2:13][CH2:14][CH2:15][CH2:16][CH3:17].N1C=CC=CC=1. Product: [N:1]1[C:10]2[C:5](=[CH:6][C:7]([O:11][C:19](=[O:20])[NH:18][CH2:12][CH2:13][CH2:14][CH2:15][CH2:16][CH3:17])=[CH:8][CH:9]=2)[CH:4]=[CH:3][CH:2]=1. The catalyst class is: 35.